From a dataset of Forward reaction prediction with 1.9M reactions from USPTO patents (1976-2016). Predict the product of the given reaction. (1) The product is: [C:1]([O:5][C:6](=[O:13])[NH:7][C@H:8]([C:10]1[N:35]([C:36]2[CH:41]=[CH:40][CH:39]=[CH:38][N:37]=2)[C:28]2[C:27]([Br:26])=[C:32]([F:33])[CH:31]=[CH:30][C:29]=2[N:11]=1)[CH3:9])([CH3:4])([CH3:3])[CH3:2]. Given the reactants [C:1]([O:5][C:6](=[O:13])[NH:7][C@H:8]([C:10](=O)[NH2:11])[CH3:9])([CH3:4])([CH3:3])[CH3:2].F[B-](F)(F)F.C([O+](CC)CC)C.[Br:26][C:27]1[C:32]([F:33])=[CH:31][CH:30]=[C:29](N)[C:28]=1[NH:35][C:36]1[CH:41]=[CH:40][CH:39]=[CH:38][N:37]=1, predict the reaction product. (2) Given the reactants [NH:1]1[C:5]2[CH:6]=[CH:7][CH:8]=[CH:9][C:4]=2[N:3]=[N:2]1.[C:10](Cl)([Cl:12])=[O:11].C(N(CC)CC)C.Cl.Cl.[N:23]12[CH2:30][CH2:29][CH:26]([CH2:27][CH2:28]1)[C@@H:25]([NH2:31])[CH2:24]2.Cl, predict the reaction product. The product is: [ClH:12].[N:23]12[CH2:30][CH2:29][CH:26]([CH2:27][CH2:28]1)[C@@H:25]([NH:31][C:10]([N:1]1[C:5]3[CH:6]=[CH:7][CH:8]=[CH:9][C:4]=3[N:3]=[N:2]1)=[O:11])[CH2:24]2. (3) Given the reactants [C:1]([N:8]1[CH2:13][CH2:12][C:11](=[O:14])[C:10]([CH3:16])([CH3:15])[CH2:9]1)([O:3][C:4]([CH3:7])([CH3:6])[CH3:5])=[O:2].[BH4-].[Na+].[Cl-].[NH4+], predict the reaction product. The product is: [C:1]([N:8]1[CH2:13][CH2:12][CH:11]([OH:14])[C:10]([CH3:16])([CH3:15])[CH2:9]1)([O:3][C:4]([CH3:7])([CH3:6])[CH3:5])=[O:2]. (4) Given the reactants [CH3:1][C:2]1([CH3:31])[N:6]([C:7]([O:9][C:10]([CH3:13])([CH3:12])[CH3:11])=[O:8])[C@@H:5]([CH2:14][CH2:15][C:16]2[CH:21]=[CH:20][C:19]([NH:22][C:23]3[N:28]=[CH:27][C:26]([S:29][CH3:30])=[CH:25][N:24]=3)=[CH:18][CH:17]=2)[CH2:4][O:3]1.C1C=C(Cl)C=C(C(OO)=[O:40])C=1, predict the reaction product. The product is: [CH3:1][C:2]1([CH3:31])[N:6]([C:7]([O:9][C:10]([CH3:11])([CH3:12])[CH3:13])=[O:8])[C@@H:5]([CH2:14][CH2:15][C:16]2[CH:21]=[CH:20][C:19]([NH:22][C:23]3[N:24]=[CH:25][C:26]([S:29]([CH3:30])=[O:40])=[CH:27][N:28]=3)=[CH:18][CH:17]=2)[CH2:4][O:3]1. (5) Given the reactants [Cl:1][C:2]1[CH:12]=[C:5]2[N:6]=[C:7]([CH3:11])[CH:8]=[C:9]([OH:10])[N:4]2[N:3]=1.C(=O)([O-])[O-].[K+].[K+].[Cl:19][C:20]1[CH:25]=[CH:24][C:23]([CH2:26]Cl)=[CH:22][N:21]=1.O, predict the reaction product. The product is: [Cl:19][C:20]1[N:21]=[CH:22][C:23]([CH2:26][N:6]2[C:7]([CH3:11])=[CH:8][C:9](=[O:10])[N:4]3[N:3]=[C:2]([Cl:1])[CH:12]=[C:5]23)=[CH:24][CH:25]=1. (6) Given the reactants [S:1]([O:5]S([O-])(=O)=O)([O-:4])(=[O:3])=[O:2].[NH4+:10].[NH4+].[S:12](=[O:16])(=[O:15])([OH:14])[O-:13].[NH4+].S(OS([O-])(=O)=O)([O-])(=O)=O.S(=O)(=O)(O)[O-], predict the reaction product. The product is: [S:1]([O-:5])([O-:4])(=[O:3])=[O:2].[NH4+:10].[NH4+:10].[S:12](=[O:14])(=[O:13])([OH:16])[OH:15]. (7) The product is: [F:22][C:16]1[CH:17]=[CH:18][C:19]([F:21])=[CH:20][C:15]=1[C:7]1[S:6][C:5]([CH2:4][CH2:3][CH2:2][NH:1][C:30]#[N:29])([C:23]2[CH:28]=[CH:27][CH:26]=[CH:25][CH:24]=2)[N:9]([C:10](=[O:14])[CH:11]([CH3:13])[CH3:12])[N:8]=1. Given the reactants [NH2:1][CH2:2][CH2:3][CH2:4][C:5]1([C:23]2[CH:28]=[CH:27][CH:26]=[CH:25][CH:24]=2)[N:9]([C:10](=[O:14])[CH:11]([CH3:13])[CH3:12])[N:8]=[C:7]([C:15]2[CH:20]=[C:19]([F:21])[CH:18]=[CH:17][C:16]=2[F:22])[S:6]1.[N:29]#[C:30]Br.C(N(CC)CC)C, predict the reaction product.